From a dataset of Reaction yield outcomes from USPTO patents with 853,638 reactions. Predict the reaction yield, written as a fraction of the theoretical maximum amount of product (1.0 means a 100% yield; for example, 0.34 means a 34% yield). (1) The reactants are [O:1]=[C:2]1[CH2:10][C:9]2[C:4](=[CH:5][CH:6]=[C:7]([C:11]([OH:13])=O)[CH:8]=2)[NH:3]1.CN.Cl.[CH2:17]([N:19]=C=NCCCN(C)C)C. The yield is 0.620. The catalyst is CN(C)C1C=CN=CC=1. The product is [CH3:17][NH:19][C:11]([C:7]1[CH:8]=[C:9]2[C:4](=[CH:5][CH:6]=1)[NH:3][C:2](=[O:1])[CH2:10]2)=[O:13]. (2) The reactants are COC1C=C(C([O:11][CH2:12][C:13]2[C:14]([C:19]3[N:23](C)[N:22]=[CH:21][CH:20]=3)=[N:15][CH:16]=[CH:17][CH:18]=2)=CN=1)C=O.Cl.[CH:26]([NH:29][NH2:30])([CH3:28])[CH3:27].Cl.[CH3:32][CH2:33][OH:34]. No catalyst specified. The product is [CH:26]([N:29]1[C:19]([C:14]2[C:13]([CH2:12][OH:11])=[CH:18][CH:17]=[CH:16][N:15]=2)=[CH:20][CH:21]=[N:30]1)([CH3:28])[CH3:27].[CH:26]([N:22]1[CH:21]=[CH:20][C:19]([C:14]2[CH:13]=[CH:18][C:32]([CH2:33][OH:34])=[CH:16][N:15]=2)=[N:23]1)([CH3:28])[CH3:27]. The yield is 0.710. (3) The reactants are [CH3:1][C:2]1([C:5]([OH:7])=O)[CH2:4][CH2:3]1.[CH3:8][NH:9][CH2:10][C:11]1[S:12][CH:13]=[CH:14][CH:15]=1.C(N(CC)CC)C.CCN=C=NCCCN(C)C. The catalyst is C(Cl)Cl.CN(C1C=CN=CC=1)C. The product is [CH3:8][N:9]([CH2:10][C:11]1[S:12][CH:13]=[CH:14][CH:15]=1)[C:5]([C:2]1([CH3:1])[CH2:4][CH2:3]1)=[O:7]. The yield is 0.930. (4) The reactants are [N+:1]([C:4]1[CH:9]=[CH:8][C:7]([N:10]2[CH2:15][CH2:14][CH:13]([NH:16][C:17](=[O:23])[O:18][C:19]([CH3:22])([CH3:21])[CH3:20])[CH2:12][CH2:11]2)=[CH:6][CH:5]=1)([O-:3])=[O:2].[H-].[Na+].[CH3:26]I.[NH4+].[Cl-]. The catalyst is CN(C=O)C. The product is [CH3:26][N:16]([CH:13]1[CH2:14][CH2:15][N:10]([C:7]2[CH:6]=[CH:5][C:4]([N+:1]([O-:3])=[O:2])=[CH:9][CH:8]=2)[CH2:11][CH2:12]1)[C:17](=[O:23])[O:18][C:19]([CH3:20])([CH3:22])[CH3:21]. The yield is 0.970. (5) The reactants are [H-].[Na+].[F:3][C:4]([F:8])([F:7])[CH2:5][SH:6].[CH3:9][O:10][C:11](=[O:19])[C:12]1[CH:17]=[CH:16][C:15](Cl)=[N:14][CH:13]=1. The yield is 0.980. The product is [F:3][C:4]([F:8])([F:7])[CH2:5][S:6][C:15]1[N:14]=[CH:13][C:12]([C:11]([O:10][CH3:9])=[O:19])=[CH:17][CH:16]=1. The catalyst is C1COCC1. (6) The reactants are [C:1]([C:3]1[CH:23]=[CH:22][C:6]([C:7]([NH:9][C:10]2[C:11]([O:20][CH3:21])=[C:12]([CH:17]=[CH:18][CH:19]=2)[C:13]([O:15][CH3:16])=[O:14])=[O:8])=[CH:5][CH:4]=1)#[N:2].C([O-])([O-])=O.[K+].[K+].[CH2:30](Br)[CH3:31]. The catalyst is CN(C=O)C.[I-].C([N+](CCCC)(CCCC)CCCC)CCC. The product is [C:1]([C:3]1[CH:23]=[CH:22][C:6]([C:7]([N:9]([CH2:30][CH3:31])[C:10]2[C:11]([O:20][CH3:21])=[C:12]([CH:17]=[CH:18][CH:19]=2)[C:13]([O:15][CH3:16])=[O:14])=[O:8])=[CH:5][CH:4]=1)#[N:2]. The yield is 0.840. (7) The reactants are [NH2:1][C:2]1[N:19]=[CH:18][C:5]2[N:6]=[CH:7][N:8]=[C:9]([NH:10][C:11]3[CH:16]=[CH:15][CH:14]=[C:13]([Br:17])[CH:12]=3)[C:4]=2[CH:3]=1.CCN(CC)CC.[C:27](Cl)(=[O:30])[CH:28]=[CH2:29].CO.CCOC(C)=O. The catalyst is C1COCC1.CN(C1C=CN=CC=1)C. The product is [Br:17][C:13]1[CH:12]=[C:11]([NH:10][C:9]2[C:4]3[CH:3]=[C:2]([NH:1][C:27](=[O:30])[CH:28]=[CH2:29])[N:19]=[CH:18][C:5]=3[N:6]=[CH:7][N:8]=2)[CH:16]=[CH:15][CH:14]=1. The yield is 0.370. (8) The reactants are [CH:1]1([C:7]2[C:12]([O:13]COC)=[CH:11][C:10]([O:17]COC)=[CH:9][C:8]=2[CH3:21])[CH2:6][CH2:5][CH2:4][CH2:3][CH2:2]1. The catalyst is CC(OC)(C)C.CCCCCCC. The product is [CH:1]1([C:7]2[C:8]([CH3:21])=[CH:9][C:10]([OH:17])=[CH:11][C:12]=2[OH:13])[CH2:2][CH2:3][CH2:4][CH2:5][CH2:6]1. The yield is 0.840.